Predict the reactants needed to synthesize the given product. From a dataset of Full USPTO retrosynthesis dataset with 1.9M reactions from patents (1976-2016). (1) The reactants are: [O:1]1[C:5]2[CH:6]=[CH:7][C:8]([S:10]([N:13]([CH2:42][CH:43]([CH3:45])[CH3:44])[CH2:14][C@@H:15]([OH:41])[C@@H:16]([NH:29][C:30](=[O:40])[O:31][C@@H:32]3[C@H:39]4[C@H:35]([O:36][CH2:37][CH2:38]4)[O:34][CH2:33]3)[CH2:17][C:18]3[CH:23]=[CH:22][C:21]([O:24][CH2:25][CH2:26][CH2:27]I)=[CH:20][CH:19]=3)(=[O:12])=[O:11])=[CH:9][C:4]=2[O:3][CH2:2]1.[S:46]1[CH2:50][CH2:49][NH:48][CH2:47]1.C(N(CC)C(C)C)(C)C. Given the product [O:1]1[C:5]2[CH:6]=[CH:7][C:8]([S:10]([N:13]([CH2:42][CH:43]([CH3:45])[CH3:44])[CH2:14][C@@H:15]([OH:41])[C@@H:16]([NH:29][C:30](=[O:40])[O:31][C@@H:32]3[C@H:39]4[C@H:35]([O:36][CH2:37][CH2:38]4)[O:34][CH2:33]3)[CH2:17][C:18]3[CH:23]=[CH:22][C:21]([O:24][CH2:25][CH2:26][CH2:27][N:48]4[CH2:49][CH2:50][S:46][CH2:47]4)=[CH:20][CH:19]=3)(=[O:12])=[O:11])=[CH:9][C:4]=2[O:3][CH2:2]1, predict the reactants needed to synthesize it. (2) The reactants are: Cl[C:2]1[CH:7]=[C:6]([C:8]([F:11])([F:10])[F:9])[N:5]=[C:4]([C:12]2[CH:17]=[CH:16][N:15]=[CH:14][CH:13]=2)[N:3]=1.[CH3:18][O:19][C:20]1[CH:26]=[CH:25][C:24]([CH3:27])=[CH:23][C:21]=1[NH2:22]. Given the product [CH3:18][O:19][C:20]1[CH:26]=[CH:25][C:24]([CH3:27])=[CH:23][C:21]=1[NH:22][C:2]1[CH:7]=[C:6]([C:8]([F:11])([F:10])[F:9])[N:5]=[C:4]([C:12]2[CH:17]=[CH:16][N:15]=[CH:14][CH:13]=2)[N:3]=1, predict the reactants needed to synthesize it.